Dataset: M1 muscarinic receptor agonist screen with 61,833 compounds. Task: Binary Classification. Given a drug SMILES string, predict its activity (active/inactive) in a high-throughput screening assay against a specified biological target. (1) The molecule is S(c1n(CCCCC)c(=O)c2c(n1)cc(cc2)C(=O)NCc1occc1)CC(OCC)=O. The result is 0 (inactive). (2) The drug is OC(CN(Cc1[nH]c2c(c(=O)n1)cccc2)C)COCc1occc1. The result is 0 (inactive). (3) The drug is O=C(NC1CCCCC1)c1nc[nH]c1C(OCC)=O. The result is 0 (inactive). (4) The molecule is s1c(=S)n(c2c(ccc(c2)C)C)c(N)c1C(=O)N. The result is 0 (inactive). (5) The result is 0 (inactive). The compound is s1c2c(nc1NC(=O)CSc1oc3c(n1)cccc3)cccc2. (6) The compound is o1c(C(=O)NCCc2[nH]c3c(n2)cccc3)ccc1. The result is 0 (inactive).